From a dataset of Peptide-MHC class I binding affinity with 185,985 pairs from IEDB/IMGT. Regression. Given a peptide amino acid sequence and an MHC pseudo amino acid sequence, predict their binding affinity value. This is MHC class I binding data. (1) The peptide sequence is EPHQLAETI. The MHC is HLA-B51:01 with pseudo-sequence HLA-B51:01. The binding affinity (normalized) is 0.410. (2) The peptide sequence is HPEIVIYQY. The MHC is HLA-B15:03 with pseudo-sequence HLA-B15:03. The binding affinity (normalized) is 0.362. (3) The peptide sequence is CNYTRFWYI. The MHC is HLA-A68:02 with pseudo-sequence HLA-A68:02. The binding affinity (normalized) is 0.460. (4) The peptide sequence is YTDKIAMSY. The MHC is HLA-C04:01 with pseudo-sequence HLA-C04:01. The binding affinity (normalized) is 0.0847. (5) The peptide sequence is SLPPNFSSL. The MHC is HLA-A11:01 with pseudo-sequence HLA-A11:01. The binding affinity (normalized) is 0.0847.